From a dataset of Forward reaction prediction with 1.9M reactions from USPTO patents (1976-2016). Predict the product of the given reaction. (1) Given the reactants [CH:1](=[N:8][N:9]([C:11]1[CH:16]=[CH:15][C:14]([CH2:17][OH:18])=[CH:13][CH:12]=1)[CH3:10])[C:2]1[CH:7]=[CH:6][CH:5]=[CH:4][CH:3]=1, predict the reaction product. The product is: [CH:1](=[N:8][N:9]([C:11]1[CH:12]=[CH:13][C:14]([CH:17]=[O:18])=[CH:15][CH:16]=1)[CH3:10])[C:2]1[CH:3]=[CH:4][CH:5]=[CH:6][CH:7]=1. (2) Given the reactants Br[C:2]1[CH:3]=[C:4]([O:8][CH3:9])[CH:5]=[CH:6][CH:7]=1.[C:10]1(=[O:17])[CH2:15][CH2:14][CH2:13][C:12](=[O:16])[CH2:11]1.C(=O)([O-])[O-].[K+].[K+].N1CCC[C@H]1C(O)=O, predict the reaction product. The product is: [CH3:9][O:8][C:4]1[CH:3]=[C:2]([CH:11]2[C:12](=[O:16])[CH2:13][CH2:14][CH2:15][C:10]2=[O:17])[CH:7]=[CH:6][CH:5]=1. (3) Given the reactants [Li]C(C)(C)C.CCCCC.[C:11]1([CH:17]([O:23][Si:24]([CH3:27])([CH3:26])[CH3:25])[C:18]2[S:19][CH:20]=[CH:21][N:22]=2)[CH:16]=[CH:15][CH:14]=[CH:13][CH:12]=1.[Br:28][C:29]1[CH:30]=[N:31][C:32]([Cl:35])=[N:33][CH:34]=1.ClC1C(=O)C(C#N)=C(C#N)C(=O)C=1Cl.O=C1O[C@H]([C@H](CO)O)C([O-])=C1O.[Na+], predict the reaction product. The product is: [Br:28][C:29]1[C:30]([C:20]2[S:19][C:18]([CH:17]([C:11]3[CH:12]=[CH:13][CH:14]=[CH:15][CH:16]=3)[O:23][Si:24]([CH3:27])([CH3:26])[CH3:25])=[N:22][CH:21]=2)=[N:31][C:32]([Cl:35])=[N:33][CH:34]=1.